From a dataset of Forward reaction prediction with 1.9M reactions from USPTO patents (1976-2016). Predict the product of the given reaction. (1) Given the reactants [CH3:1][N:2]1[C:6]([CH:7]2[CH2:12][CH2:11][CH2:10][N:9]([C:13]([O:15][C:16]([CH3:19])([CH3:18])[CH3:17])=[O:14])[CH2:8]2)=[CH:5][CH:4]=[N:3]1.C1C(=O)N([Br:27])C(=O)C1, predict the reaction product. The product is: [Br:27][C:5]1[CH:4]=[N:3][N:2]([CH3:1])[C:6]=1[CH:7]1[CH2:12][CH2:11][CH2:10][N:9]([C:13]([O:15][C:16]([CH3:19])([CH3:18])[CH3:17])=[O:14])[CH2:8]1. (2) Given the reactants [NH2:1][C:2]1[CH:3]=[C:4]([CH:17]=[CH:18][C:19]=1[Cl:20])[C:5]([O:7]N1C2C=CC=CC=2N=N1)=O.[C:21]1([C@@H:27]([NH2:29])[CH3:28])[CH:26]=[CH:25][CH:24]=[CH:23][CH:22]=1.C(N(C(C)C)C(C)C)C.CN(C)C=O, predict the reaction product. The product is: [NH2:1][C:2]1[CH:3]=[C:4]([CH:17]=[CH:18][C:19]=1[Cl:20])[C:5]([NH:29][C@H:27]([C:21]1[CH:26]=[CH:25][CH:24]=[CH:23][CH:22]=1)[CH3:28])=[O:7].